Task: Regression. Given a peptide amino acid sequence and an MHC pseudo amino acid sequence, predict their binding affinity value. This is MHC class II binding data.. Dataset: Peptide-MHC class II binding affinity with 134,281 pairs from IEDB The peptide sequence is SCWRGDSNWAQNRMK. The MHC is DRB1_0802 with pseudo-sequence DRB1_0802. The binding affinity (normalized) is 0.0889.